From a dataset of Forward reaction prediction with 1.9M reactions from USPTO patents (1976-2016). Predict the product of the given reaction. (1) Given the reactants [C:1]([N:5]([C:18]([C:20]1[CH:21]=[CH:22][C:23]([CH:29]=O)=[C:24]([B:26]([OH:28])O)[CH:25]=1)=[O:19])[NH:6][C:7](=[O:17])[C:8]1[CH:13]=[CH:12][CH:11]=[C:10]([O:14][CH3:15])[C:9]=1[CH3:16])([CH3:4])([CH3:3])[CH3:2].[C:31]1([NH:37][NH2:38])[CH:36]=[CH:35][CH:34]=[CH:33][CH:32]=1, predict the reaction product. The product is: [C:1]([N:5]([C:18]([C:20]1[CH:21]=[CH:22][C:23]2[CH:29]=[N:38][N:37]([C:31]3[CH:36]=[CH:35][CH:34]=[CH:33][CH:32]=3)[B:26]([OH:28])[C:24]=2[CH:25]=1)=[O:19])[NH:6][C:7](=[O:17])[C:8]1[CH:13]=[CH:12][CH:11]=[C:10]([O:14][CH3:15])[C:9]=1[CH3:16])([CH3:3])([CH3:4])[CH3:2]. (2) Given the reactants [NH2:1][C:2]1[CH:21]=[CH:20][C:5]([O:6][C:7]2[C:16]3[C:11](=[CH:12][C:13]([OH:19])=[C:14]([C:17]#[N:18])[CH:15]=3)[N:10]=[CH:9][CH:8]=2)=[CH:4][C:3]=1[Cl:22].CC1C=CC(S(O[CH2:34][C@@H:35]2[CH2:37][O:36]2)(=O)=O)=CC=1, predict the reaction product. The product is: [NH2:1][C:2]1[CH:21]=[CH:20][C:5]([O:6][C:7]2[C:16]3[C:11](=[CH:12][C:13]([O:19][CH2:34][C@@H:35]4[CH2:37][O:36]4)=[C:14]([C:17]#[N:18])[CH:15]=3)[N:10]=[CH:9][CH:8]=2)=[CH:4][C:3]=1[Cl:22].